From a dataset of Forward reaction prediction with 1.9M reactions from USPTO patents (1976-2016). Predict the product of the given reaction. (1) Given the reactants [CH2:1]([C:3]1[S:38][C:6]2[N:7]([CH2:23][C:24]3[CH:29]=[CH:28][C:27]([C:30]4[C:31]([C:36]#[N:37])=[CH:32][CH:33]=[CH:34][CH:35]=4)=[CH:26][CH:25]=3)[C:8](=[O:22])[N:9]([CH2:12][C:13]([C:15]3[CH:20]=[CH:19][C:18]([OH:21])=[CH:17][CH:16]=3)=[O:14])[C:10](=[O:11])[C:5]=2[CH:4]=1)[CH3:2].Cl.Cl[CH2:41][CH2:42][N:43]([CH3:45])[CH3:44].CN(C)C=O.C(=O)([O-])[O-].[Cs+].[Cs+], predict the reaction product. The product is: [CH3:44][N:43]([CH3:45])[CH2:42][CH2:41][O:21][C:18]1[CH:17]=[CH:16][C:15]([C:13](=[O:14])[CH2:12][N:9]2[C:10](=[O:11])[C:5]3[CH:4]=[C:3]([CH2:1][CH3:2])[S:38][C:6]=3[N:7]([CH2:23][C:24]3[CH:29]=[CH:28][C:27]([C:30]4[C:31]([C:36]#[N:37])=[CH:32][CH:33]=[CH:34][CH:35]=4)=[CH:26][CH:25]=3)[C:8]2=[O:22])=[CH:20][CH:19]=1. (2) Given the reactants [CH2:1]([O:8][C:9]1[CH:14]=[CH:13][CH:12]=[C:11]([OH:15])[C:10]=1[C:16](=[O:18])[CH3:17])[C:2]1[CH:7]=[CH:6][CH:5]=[CH:4][CH:3]=1.[OH-].[Na+].[CH:21](=O)[CH:22]=[CH:23][C:24]1[CH:29]=[CH:28][CH:27]=[CH:26][CH:25]=1.Cl, predict the reaction product. The product is: [CH2:1]([O:8][C:9]1[CH:14]=[CH:13][CH:12]=[C:11]([OH:15])[C:10]=1[C:16](=[O:18])[CH:17]=[CH:21][CH:22]=[CH:23][C:24]1[CH:29]=[CH:28][CH:27]=[CH:26][CH:25]=1)[C:2]1[CH:3]=[CH:4][CH:5]=[CH:6][CH:7]=1. (3) Given the reactants [Cl:1][C:2]1[CH:3]=[C:4]2[C:9](=[CH:10][C:11]=1[C:12](O)=[O:13])[N:8]=[CH:7][N:6]=[C:5]2[NH:15][CH:16]([C:18]1[NH:22][C:21]2[CH:23]=[CH:24][C:25]([Cl:27])=[CH:26][C:20]=2[N:19]=1)[CH3:17].FC1C(OC(N(C)C)=[N+](C)C)=C(F)C(F)=C(F)C=1F.F[P-](F)(F)(F)(F)F.C(N(C(C)C)CC)(C)C.[CH3:63][N:64]1[CH2:69][CH2:68][N:67]([CH2:70][CH:71]2[CH2:76][CH2:75][CH2:74][CH2:73][NH:72]2)[CH2:66][CH2:65]1, predict the reaction product. The product is: [Cl:1][C:2]1[CH:3]=[C:4]2[C:9](=[CH:10][C:11]=1[C:12]([N:72]1[CH2:73][CH2:74][CH2:75][CH2:76][CH:71]1[CH2:70][N:67]1[CH2:68][CH2:69][N:64]([CH3:63])[CH2:65][CH2:66]1)=[O:13])[N:8]=[CH:7][N:6]=[C:5]2[NH:15][CH:16]([C:18]1[NH:22][C:21]2[CH:23]=[CH:24][C:25]([Cl:27])=[CH:26][C:20]=2[N:19]=1)[CH3:17]. (4) The product is: [Cl:38][CH2:29][C:26]1[S:25][C:24]([C:21]2[NH:22][C:23]3[C:19]([CH:20]=2)=[CH:18][CH:17]=[CH:16][C:15]=3[N:6]([CH2:5][CH2:4][O:3][CH2:1][CH3:2])[S:7]([C:10]2[S:11][CH:12]=[CH:13][CH:14]=2)(=[O:9])=[O:8])=[N:28][CH:27]=1. Given the reactants [CH2:1]([O:3][CH2:4][CH2:5][N:6]([C:15]1[CH:16]=[CH:17][CH:18]=[C:19]2[C:23]=1[NH:22][C:21]([C:24]1[S:25][C:26]([CH2:29]O)=[CH:27][N:28]=1)=[CH:20]2)[S:7]([C:10]1[S:11][CH:12]=[CH:13][CH:14]=1)(=[O:9])=[O:8])[CH3:2].O1CCCC1.S(Cl)([Cl:38])=O, predict the reaction product. (5) Given the reactants [CH2:1]([N:3]([CH2:14][CH3:15])[CH2:4][C:5]1[CH:10]=[CH:9][N:8]=[C:7]([F:11])[C:6]=1[CH2:12][NH2:13])[CH3:2].[I:16][C:17]1[CH:18]=[C:19]2[C:24](=[CH:25][CH:26]=1)[N:23]=[C:22]([C:27](OCC)=[O:28])[CH:21]=[N:20]2.C(N(CCNC(C1C=NC2C(=CC=C(I)C=2)N=1)=O)CCOC1C(F)=NC=CC=1)C, predict the reaction product. The product is: [CH2:14]([N:3]([CH2:4][C:5]1[CH:10]=[CH:9][N:8]=[C:7]([F:11])[C:6]=1[CH2:12][NH:13][C:27]([C:22]1[CH:21]=[N:20][C:19]2[C:24](=[CH:25][CH:26]=[C:17]([I:16])[CH:18]=2)[N:23]=1)=[O:28])[CH2:1][CH3:2])[CH3:15].